Predict the reactants needed to synthesize the given product. From a dataset of Full USPTO retrosynthesis dataset with 1.9M reactions from patents (1976-2016). Given the product [F:23][C:19]1[CH:18]=[C:17]([S:14]([NH:13][C:7]2[CH:6]=[CH:5][C:4]3[CH:3]([CH2:2][NH:1][C:26]([NH2:27])=[O:25])[CH2:12][CH2:11][CH2:10][C:9]=3[CH:8]=2)(=[O:16])=[O:15])[CH:22]=[CH:21][CH:20]=1, predict the reactants needed to synthesize it. The reactants are: [NH2:1][CH2:2][CH:3]1[CH2:12][CH2:11][CH2:10][C:9]2[CH:8]=[C:7]([NH:13][S:14]([C:17]3[CH:22]=[CH:21][CH:20]=[C:19]([F:23])[CH:18]=3)(=[O:16])=[O:15])[CH:6]=[CH:5][C:4]1=2.Cl.[O-:25][C:26]#[N:27].[K+].